This data is from Forward reaction prediction with 1.9M reactions from USPTO patents (1976-2016). The task is: Predict the product of the given reaction. Given the reactants [CH:1]([NH:3][CH:4]([C:21]1[C:22]2[CH:29]=[CH:28][N:27](COCC[Si](C)(C)C)[C:23]=2[N:24]=[CH:25][N:26]=1)[CH:5]1[CH2:10][CH2:9][CH2:8][N:7]([C:11]([O:13][CH2:14][C:15]2[CH:20]=[CH:19][CH:18]=[CH:17][CH:16]=2)=[O:12])[CH2:6]1)=O.O=P(Cl)(Cl)Cl.C(O)(C(F)(F)F)=O.[NH4+].[OH-], predict the reaction product. The product is: [C:4]1([CH:5]2[CH2:10][CH2:9][CH2:8][N:7]([C:11]([O:13][CH2:14][C:15]3[CH:20]=[CH:19][CH:18]=[CH:17][CH:16]=3)=[O:12])[CH2:6]2)[N:3]=[CH:1][N:26]2[C:21]=1[C:22]1[CH:29]=[CH:28][NH:27][C:23]=1[N:24]=[CH:25]2.